This data is from Forward reaction prediction with 1.9M reactions from USPTO patents (1976-2016). The task is: Predict the product of the given reaction. Given the reactants C1(NC2N=CN=C3C=2N=CN3[C@H:16]2[C@H:20]([OH:21])[C@H](O)[C@@H](C#C)[O:17]2)CCCC1.IC1C=CC=CC=1[C:32]([F:35])([F:34])[F:33].C(N([CH2:41][CH3:42])CC)C.[O:43]1CCCC1, predict the reaction product. The product is: [F:33][C:32]([CH:42]1[CH:41]([OH:43])[CH:20]([OH:21])[CH2:16][O:17]1)([F:35])[F:34].